This data is from Catalyst prediction with 721,799 reactions and 888 catalyst types from USPTO. The task is: Predict which catalyst facilitates the given reaction. (1) Reactant: [C:1]([C:5]1[CH:10]=[CH:9][C:8]([C:11]2[N:15]([CH2:16][CH3:17])[N:14]=[C:13]([C:18](=O)[CH3:19])[C:12]=2[OH:21])=[CH:7][CH:6]=1)([CH3:4])([CH3:3])[CH3:2].[NH:22]([C:24]([NH:26][C:27]1[CH:35]=[CH:34][C:30]([C:31]([OH:33])=[O:32])=[CH:29][CH:28]=1)=[S:25])[NH2:23].CN(C)C=O. Product: [C:1]([C:5]1[CH:10]=[CH:9][C:8]([C:11]2[N:15]([CH2:16][CH3:17])[N:14]=[C:13]([C:18](=[N:23][NH:22][C:24]([NH:26][C:27]3[CH:35]=[CH:34][C:30]([C:31]([OH:33])=[O:32])=[CH:29][CH:28]=3)=[S:25])[CH3:19])[C:12]=2[OH:21])=[CH:7][CH:6]=1)([CH3:3])([CH3:2])[CH3:4]. The catalyst class is: 126. (2) Reactant: [Cl:1][C:2]1[CH:3]=[C:4]([CH:7]=[C:8]([O:10][C:11]2[C:16](=[O:17])[N:15]([CH2:18][C:19]3[CH:24]=[C:23]([CH:25]([F:27])[F:26])[N:22]=[N:21][C:20]=3[O:28]C)[CH:14]=[N:13][C:12]=2[C:30]([F:33])([F:32])[F:31])[CH:9]=1)[C:5]#[N:6].C[Si](Cl)(C)C. Product: [Cl:1][C:2]1[CH:3]=[C:4]([CH:7]=[C:8]([O:10][C:11]2[C:16](=[O:17])[N:15]([CH2:18][C:19]3[C:20](=[O:28])[NH:21][N:22]=[C:23]([CH:25]([F:27])[F:26])[CH:24]=3)[CH:14]=[N:13][C:12]=2[C:30]([F:33])([F:32])[F:31])[CH:9]=1)[C:5]#[N:6]. The catalyst class is: 10. (3) Reactant: [Br:1][C:2]1[CH:3]=[C:4]([CH:7]([NH:17][CH2:18][CH2:19][CH:20]([CH3:22])[CH3:21])[CH2:8][O:9][Si:10]([C:13]([CH3:16])([CH3:15])[CH3:14])([CH3:12])[CH3:11])[S:5][CH:6]=1.[C:23]1([S:29](Cl)(=[O:31])=[O:30])[CH:28]=[CH:27][CH:26]=[CH:25][CH:24]=1.C1(C)C=CC=CC=1. The catalyst class is: 377. Product: [Br:1][C:2]1[CH:3]=[C:4]([CH:7]([N:17]([CH2:18][CH2:19][CH:20]([CH3:22])[CH3:21])[S:29]([C:23]2[CH:28]=[CH:27][CH:26]=[CH:25][CH:24]=2)(=[O:31])=[O:30])[CH2:8][O:9][Si:10]([C:13]([CH3:14])([CH3:15])[CH3:16])([CH3:12])[CH3:11])[S:5][CH:6]=1. (4) Reactant: [CH3:1][C:2]1[N:3]=[CH:4][C:5]([N:8]2[C@@H:15]3[C@@H:10]([CH2:11][CH2:12][NH:13][CH2:14]3)[CH2:9]2)=[N:6][CH:7]=1.CC1C=C(C)N=C(N2[C@@H]3[C@@H](CCNC3)C2)N=1.[F:32][C:33]1[CH:41]=[CH:40][CH:39]=[C:38]([N:42]2[N:46]=[CH:45][CH:44]=[N:43]2)[C:34]=1[C:35](O)=[O:36].S1C=CC=C1C1C=CC=CC=1C(O)=O. Product: [F:32][C:33]1[CH:41]=[CH:40][CH:39]=[C:38]([N:42]2[N:46]=[CH:45][CH:44]=[N:43]2)[C:34]=1[C:35]([N:13]1[CH2:12][CH2:11][C@@H:10]2[C@@H:15]([N:8]([C:5]3[CH:4]=[N:3][C:2]([CH3:1])=[CH:7][N:6]=3)[CH2:9]2)[CH2:14]1)=[O:36]. The catalyst class is: 2. (5) Reactant: Cl[S:2]([N:5]=C=O)(=[O:4])=[O:3].C(O)=O.S(Cl)(=O)(=O)N.[CH3:16][C:17]1([OH:20])[CH2:19][CH2:18]1. Product: [CH3:16][C:17]1([O:20][S:2](=[O:3])(=[O:4])[NH2:5])[CH2:19][CH2:18]1. The catalyst class is: 37.